This data is from Reaction yield outcomes from USPTO patents with 853,638 reactions. The task is: Predict the reaction yield, written as a fraction of the theoretical maximum amount of product (1.0 means a 100% yield; for example, 0.34 means a 34% yield). (1) The reactants are [CH:1](OCC)=[O:2].C[O-].[Na+].[Si:9]([O:16][CH2:17][CH2:18][CH2:19][C:20]1([CH3:33])[CH2:29][C:28](=[O:30])[C:27]2[C:22](=[CH:23][CH:24]=[C:25]([O:31][CH3:32])[CH:26]=2)[O:21]1)([C:12]([CH3:15])([CH3:14])[CH3:13])([CH3:11])[CH3:10]. The catalyst is C(OCC)C. The product is [Si:9]([O:16][CH2:17][CH2:18][CH2:19][C:20]1([CH3:33])[CH:29]([CH:1]=[O:2])[C:28](=[O:30])[C:27]2[C:22](=[CH:23][CH:24]=[C:25]([O:31][CH3:32])[CH:26]=2)[O:21]1)([C:12]([CH3:14])([CH3:13])[CH3:15])([CH3:10])[CH3:11]. The yield is 0.620. (2) The reactants are [CH:1]1([CH2:4][N:5]2[CH2:10][CH2:9][C:8]([N:17]([C:21]3[CH:26]=[CH:25][CH:24]=[CH:23][CH:22]=3)[C:18](=[O:20])[CH3:19])([C:11]3[S:12][CH:13]=[C:14]([CH3:16])[N:15]=3)[CH2:7][CH2:6]2)[CH2:3][CH2:2]1.[C:27]([OH:32])(=[O:31])[C:28]([OH:30])=[O:29]. The catalyst is C(OCC)(=O)C.C(O)(C)C. The product is [C:27]([OH:32])(=[O:31])[C:28]([OH:30])=[O:29].[CH:1]1([CH2:4][N:5]2[CH2:10][CH2:9][C:8]([N:17]([C:21]3[CH:26]=[CH:25][CH:24]=[CH:23][CH:22]=3)[C:18](=[O:20])[CH3:19])([C:11]3[S:12][CH:13]=[C:14]([CH3:16])[N:15]=3)[CH2:7][CH2:6]2)[CH2:2][CH2:3]1. The yield is 0.580. (3) The reactants are [O:1]1[C:5]2([CH2:10][CH2:9][CH2:8][CH2:7][CH2:6]2)[O:4][CH2:3][C@@H:2]1[C:11]1[N:15]=[C:14]([NH:16][C:17]2[N:22]=[CH:21][C:20]([S:23][CH2:24][CH2:25]C(OC)=O)=[CH:19][C:18]=2[O:30][C:31]2[C:32]([CH3:37])=[N:33][CH:34]=[CH:35][CH:36]=2)[S:13][N:12]=1.C[C:39]([O-:42])(C)C.[K+].BrCCOC. The catalyst is C1COCC1. The product is [CH3:39][O:42][CH2:25][CH2:24][S:23][C:20]1[CH:19]=[C:18]([O:30][C:31]2[C:32]([CH3:37])=[N:33][CH:34]=[CH:35][CH:36]=2)[C:17]([NH:16][C:14]2[S:13][N:12]=[C:11]([C@H:2]3[CH2:3][O:4][C:5]4([CH2:6][CH2:7][CH2:8][CH2:9][CH2:10]4)[O:1]3)[N:15]=2)=[N:22][CH:21]=1. The yield is 1.00. (4) The reactants are Cl[C:2]1[C:3]([CH3:15])=[CH:4][C:5]2[N:6]([C:8]([C:11]([F:14])([F:13])[F:12])=[N:9][N:10]=2)[N:7]=1.[C:16]([C:18]1[CH:30]=[CH:29][C:21]([CH2:22][N:23]2[CH2:28][CH2:27][NH:26][CH2:25][CH2:24]2)=[CH:20][CH:19]=1)#[N:17]. The product is [CH3:15][C:3]1[C:2]([N:26]2[CH2:27][CH2:28][N:23]([CH2:22][C:21]3[CH:29]=[CH:30][C:18]([C:16]#[N:17])=[CH:19][CH:20]=3)[CH2:24][CH2:25]2)=[N:7][N:6]2[C:8]([C:11]([F:14])([F:13])[F:12])=[N:9][N:10]=[C:5]2[CH:4]=1. No catalyst specified. The yield is 0.750.